From a dataset of Reaction yield outcomes from USPTO patents with 853,638 reactions. Predict the reaction yield, written as a fraction of the theoretical maximum amount of product (1.0 means a 100% yield; for example, 0.34 means a 34% yield). (1) The reactants are [NH2:1][C:2]1[CH:3]=[C:4]([CH:8]=[C:9]([OH:11])[CH:10]=1)[C:5]([OH:7])=[O:6].[I:12]N1C(=O)CCC1=O.S([O-])([O-])(=O)=S.[Na+].[Na+]. The catalyst is CO. The product is [NH2:1][C:2]1[CH:3]=[C:4]([CH:8]=[C:9]([OH:11])[C:10]=1[I:12])[C:5]([OH:7])=[O:6]. The yield is 0.350. (2) The reactants are Br[C:2]1[CH:7]=[CH:6][C:5]([C:8]([NH:11][C:12](=[O:22])[CH2:13][CH:14]2[CH:19]3[CH2:20][CH2:21][N:16]([CH2:17][CH2:18]3)[CH2:15]2)([CH3:10])[CH3:9])=[CH:4][CH:3]=1.[C:23]1(B(O)O)[CH:28]=[CH:27][CH:26]=[CH:25][CH:24]=1. No catalyst specified. The product is [C:2]1([C:23]2[CH:28]=[CH:27][CH:26]=[CH:25][CH:24]=2)[CH:7]=[CH:6][C:5]([C:8]([NH:11][C:12](=[O:22])[CH2:13][CH:14]2[CH:19]3[CH2:20][CH2:21][N:16]([CH2:17][CH2:18]3)[CH2:15]2)([CH3:10])[CH3:9])=[CH:4][CH:3]=1. The yield is 0.320. (3) The reactants are [CH3:1][C:2]1([CH3:21])[CH:6]([C:7]2[CH:12]=[CH:11][CH:10]=[CH:9][CH:8]=2)[C:5]2[C:13]([CH3:20])=[C:14]([NH2:19])[C:15]([CH3:18])=[C:16]([CH3:17])[C:4]=2[O:3]1.[F:22][C:23]1[CH:31]=[CH:30][C:26]([C:27](Cl)=[O:28])=[CH:25][CH:24]=1. The catalyst is C(OCC)(=O)C. The product is [F:22][C:23]1[CH:31]=[CH:30][C:26]([C:27]([NH:19][C:14]2[C:15]([CH3:18])=[C:16]([CH3:17])[C:4]3[O:3][C:2]([CH3:21])([CH3:1])[CH:6]([C:7]4[CH:8]=[CH:9][CH:10]=[CH:11][CH:12]=4)[C:5]=3[C:13]=2[CH3:20])=[O:28])=[CH:25][CH:24]=1. The yield is 0.920. (4) The reactants are [Cl-].[F:2][C:3]1[CH:4]=[N:5][C:6]([NH+:9]2[C:17]3[CH2:16][C@H:15]([CH3:18])[NH:14][CH2:13][C:12]=3[N:11]=[N:10]2)=[N:7][CH:8]=1.C(N(CC)CC)C.[F:26][C:27]1[C:35]([C:36]([F:39])([F:38])[F:37])=[CH:34][CH:33]=[CH:32][C:28]=1[C:29](Cl)=[O:30].C([O-])(O)=O.[Na+]. The catalyst is C(Cl)Cl. The product is [F:2][C:3]1[CH:4]=[N:5][C:6]([N:9]2[C:17]3[CH2:16][C@H:15]([CH3:18])[N:14]([C:29]([C:28]4[CH:32]=[CH:33][CH:34]=[C:35]([C:36]([F:37])([F:38])[F:39])[C:27]=4[F:26])=[O:30])[CH2:13][C:12]=3[N:11]=[N:10]2)=[N:7][CH:8]=1. The yield is 0.930.